From a dataset of Forward reaction prediction with 1.9M reactions from USPTO patents (1976-2016). Predict the product of the given reaction. (1) The product is: [F:29][C:24]1[CH:23]=[C:22]([N:17]([CH:14]2[CH2:15][CH2:16][NH:11][CH2:12][CH2:13]2)[C:18](=[O:21])[CH2:19][CH3:20])[CH:27]=[CH:26][C:25]=1[F:28]. Given the reactants C(OC([N:11]1[CH2:16][CH2:15][CH:14]([N:17]([C:22]2[CH:27]=[CH:26][C:25]([F:28])=[C:24]([F:29])[CH:23]=2)[C:18](=[O:21])[CH2:19][CH3:20])[CH2:13][CH2:12]1)=O)C1C=CC=CC=1, predict the reaction product. (2) The product is: [Cl:13][C:14]1[N:15]=[CH:16][C:17]([CH2:20][C:6]2[CH2:7][O:8][C:9](=[O:23])[C:5]=2[NH:4][CH2:3][CH2:2][F:1])=[CH:18][CH:19]=1. Given the reactants [F:1][CH2:2][CH2:3][NH:4][C:5]1[CH2:9][O:8][C:7](=O)[CH:6]=1.[H-].[Na+].[Cl:13][C:14]1[CH:19]=[CH:18][C:17]([CH2:20]Cl)=[CH:16][N:15]=1.C[OH:23], predict the reaction product. (3) Given the reactants C=O.[N:3]1[C:10]([NH2:11])=[N:9][C:7]([NH2:8])=[N:6][C:4]=1[NH2:5].C=O, predict the reaction product. The product is: [N:3]1[C:10]([NH2:11])=[N:9][C:7]([NH2:8])=[N:6][C:4]=1[NH2:5]. (4) The product is: [Cl:1][C:2]1[CH:3]=[C:4]([CH:8]=[CH:9][C:10]=1[O:11][C:12]1[CH:17]=[CH:16][CH:15]=[C:14]([C:18]2[CH:23]=[CH:22][N:21]=[N:20][CH:19]=2)[C:13]=1[C:24]#[N:25])[C:5]([O:7][CH:31]1[CH2:30][C:29]([CH3:35])([CH3:34])[NH:28][C:27]([CH3:36])([CH3:26])[CH2:32]1)=[O:6]. Given the reactants [Cl:1][C:2]1[CH:3]=[C:4]([CH:8]=[CH:9][C:10]=1[O:11][C:12]1[CH:17]=[CH:16][CH:15]=[C:14]([C:18]2[CH:23]=[CH:22][N:21]=[N:20][CH:19]=2)[C:13]=1[C:24]#[N:25])[C:5]([OH:7])=[O:6].[CH3:26][C:27]1([CH3:36])[CH2:32][CH:31](O)[CH2:30][C:29]([CH3:35])([CH3:34])[NH:28]1.C(=NC1CCCCC1)=NC1CCCCC1, predict the reaction product. (5) Given the reactants Br[C:2]1[C:10]2[C:5](=[CH:6][CH:7]=[CH:8][CH:9]=2)[N:4]([S:11]([C:14]2[CH:19]=[CH:18][CH:17]=[CH:16][CH:15]=2)(=[O:13])=[O:12])[CH:3]=1.[CH:20]([C:23]1[CH:28]=[CH:27][CH:26]=[CH:25][C:24]=1B(O)O)([CH3:22])[CH3:21].C(=O)([O-])[O-].[Na+].[Na+], predict the reaction product. The product is: [CH:20]([C:23]1[CH:28]=[CH:27][CH:26]=[CH:25][C:24]=1[C:2]1[C:10]2[C:5](=[CH:6][CH:7]=[CH:8][CH:9]=2)[N:4]([S:11]([C:14]2[CH:19]=[CH:18][CH:17]=[CH:16][CH:15]=2)(=[O:13])=[O:12])[CH:3]=1)([CH3:22])[CH3:21]. (6) Given the reactants [C:1]([O:5][C:6](=[O:37])[NH:7][C:8]1([C:16]2[CH:25]=[CH:24][C:23]3[C:18](=[CH:19][CH:20]=[C:21]([O:26][C@H:27]4[CH2:32][CH2:31][C@@H:30]([CH2:33][CH2:34][CH2:35][CH3:36])[CH2:29][CH2:28]4)[CH:22]=3)[CH:17]=2)[CH2:13][O:12][C:11]([CH3:15])([CH3:14])[O:10][CH2:9]1)([CH3:4])([CH3:3])[CH3:2].[I:38]N1C(=O)CCC1=O.C(Cl)Cl, predict the reaction product. The product is: [C:1]([O:5][C:6](=[O:37])[NH:7][C:8]1([C:16]2[CH:25]=[CH:24][C:23]3[C:18](=[CH:19][CH:20]=[C:21]([O:26][C@H:27]4[CH2:32][CH2:31][C@@H:30]([CH2:33][CH2:34][CH2:35][CH3:36])[CH2:29][CH2:28]4)[C:22]=3[I:38])[CH:17]=2)[CH2:13][O:12][C:11]([CH3:15])([CH3:14])[O:10][CH2:9]1)([CH3:4])([CH3:2])[CH3:3]. (7) The product is: [Cl:16][C:11]1[CH:12]=[C:4]([N+:1]([O-:3])=[O:2])[CH:5]=[C:6]2[C:10]=1[NH:9][CH2:8][CH2:7]2. Given the reactants [N+:1]([C:4]1[CH:5]=[C:6]2[C:10](=[CH:11][CH:12]=1)[NH:9][CH2:8][CH2:7]2)([O-:3])=[O:2].ClCl.C(Cl)(Cl)[Cl:16], predict the reaction product. (8) Given the reactants C1(C(=[N:14][CH:15]([C@H:21]([CH2:29][CH3:30])[CH2:22][CH:23]([CH3:28])[CH2:24][CH2:25][CH:26]=[CH2:27])[C:16]([O:18][CH2:19][CH3:20])=[O:17])C2C=CC=CC=2)C=CC=CC=1.[ClH:31], predict the reaction product. The product is: [ClH:31].[NH2:14][CH:15]([C@H:21]([CH2:29][CH3:30])[CH2:22][CH:23]([CH3:28])[CH2:24][CH2:25][CH:26]=[CH2:27])[C:16]([O:18][CH2:19][CH3:20])=[O:17]. (9) The product is: [CH3:16][CH2:15][CH:17]([CH2:21][CH3:22])[C:18]([NH:1][CH:2]([CH3:3])[C:4]([OH:6])=[O:5])=[O:19]. Given the reactants [NH2:1][CH:2]([C:4]([OH:6])=[O:5])[CH3:3].C(N(CC)CC)C.[Cl-].[CH2:15]([CH:17]([CH2:21][CH3:22])[C:18](Cl)=[O:19])[CH3:16].[OH-].[Na+], predict the reaction product.